Task: Predict which catalyst facilitates the given reaction.. Dataset: Catalyst prediction with 721,799 reactions and 888 catalyst types from USPTO (1) The catalyst class is: 4. Product: [C:1]([O:5][C:6]([N:8]1[CH2:12][C:11](=[O:13])[CH2:10][C@@H:9]1[C@H:14]1[O:18][C:17]([CH3:19])([CH3:20])[N:16]([C:21](=[O:23])[CH3:22])[C@H:15]1[CH2:24][C:25]1[CH:26]=[C:27]([F:32])[CH:28]=[C:29]([F:31])[CH:30]=1)=[O:7])([CH3:2])([CH3:3])[CH3:4]. Reactant: [C:1]([O:5][C:6]([N:8]1[CH2:12][C@H:11]([OH:13])[CH2:10][C@@H:9]1[C@H:14]1[O:18][C:17]([CH3:20])([CH3:19])[N:16]([C:21](=[O:23])[CH3:22])[C@H:15]1[CH2:24][C:25]1[CH:30]=[C:29]([F:31])[CH:28]=[C:27]([F:32])[CH:26]=1)=[O:7])([CH3:4])([CH3:3])[CH3:2].ClN1C(=O)N(Cl)C(=O)N(Cl)C1=O.CC1(C)N([O])C(C)(C)CCC1. (2) Reactant: Cl[C:2]1[C:7]([O:8][CH:9]([F:11])[F:10])=[C:6]([NH2:12])[CH:5]=[C:4]([C:13]2[CH:18]=[CH:17][C:16]([Cl:19])=[C:15]([O:20][CH3:21])[C:14]=2[F:22])[N:3]=1.C(N([CH2:28][CH3:29])CC)C.[C]=[O:31].C[CH2:33][OH:34]. The catalyst class is: 140. Product: [NH2:12][C:6]1[CH:5]=[C:4]([C:13]2[CH:18]=[CH:17][C:16]([Cl:19])=[C:15]([O:20][CH3:21])[C:14]=2[F:22])[N:3]=[C:2]([C:33]([O:34][CH2:28][CH3:29])=[O:31])[C:7]=1[O:8][CH:9]([F:11])[F:10].